From a dataset of PAMPA (Parallel Artificial Membrane Permeability Assay) permeability data from NCATS. Regression/Classification. Given a drug SMILES string, predict its absorption, distribution, metabolism, or excretion properties. Task type varies by dataset: regression for continuous measurements (e.g., permeability, clearance, half-life) or binary classification for categorical outcomes (e.g., BBB penetration, CYP inhibition). Dataset: pampa_ncats. (1) The drug is COC1=CC=CC(=C1)C2=NOC(=N2)NC3=CC4=C(C=C3)OCCO4. The result is 1 (high permeability). (2) The drug is C1=CC2=C(C(=C1)C3=CN4C=NC=C4C(=C3)C5=CC=NC=C5)NC=C2. The result is 1 (high permeability).